From a dataset of Peptide-MHC class II binding affinity with 134,281 pairs from IEDB. Regression. Given a peptide amino acid sequence and an MHC pseudo amino acid sequence, predict their binding affinity value. This is MHC class II binding data. (1) The peptide sequence is KLNNQFGSVPALTIA. The MHC is DRB1_1101 with pseudo-sequence DRB1_1101. The binding affinity (normalized) is 0.705. (2) The peptide sequence is WVSATLEQDKCVTVM. The MHC is DRB5_0101 with pseudo-sequence DRB5_0101. The binding affinity (normalized) is 0.470. (3) The peptide sequence is TLLRAVESYLLAHSD. The MHC is HLA-DPA10201-DPB10101 with pseudo-sequence HLA-DPA10201-DPB10101. The binding affinity (normalized) is 0.694. (4) The peptide sequence is KGGFMYLKELYNNVN. The MHC is DRB1_0701 with pseudo-sequence DRB1_0701. The binding affinity (normalized) is 0.450. (5) The peptide sequence is PEFSELFAAFPSFAG. The MHC is HLA-DQA10401-DQB10402 with pseudo-sequence HLA-DQA10401-DQB10402. The binding affinity (normalized) is 0.527.